This data is from Full USPTO retrosynthesis dataset with 1.9M reactions from patents (1976-2016). The task is: Predict the reactants needed to synthesize the given product. (1) The reactants are: [C:1]([C:3]1[CH:4]=[C:5]([CH:8]=[CH:9][C:10]=1[F:11])[CH2:6][OH:7])#[N:2]. Given the product [C:1]([C:3]1[CH:4]=[C:5]([CH:8]=[CH:9][C:10]=1[F:11])[CH:6]=[O:7])#[N:2], predict the reactants needed to synthesize it. (2) Given the product [Br:1][C:2]1[N:6]=[C:5]([N:17]2[CH2:21][CH2:20][CH2:19][CH2:18]2)[N:4]([CH2:8][C:9]2[CH:14]=[CH:13][C:12]([O:15][CH3:16])=[CH:11][CH:10]=2)[N:3]=1, predict the reactants needed to synthesize it. The reactants are: [Br:1][C:2]1[N:6]=[C:5](Br)[N:4]([CH2:8][C:9]2[CH:14]=[CH:13][C:12]([O:15][CH3:16])=[CH:11][CH:10]=2)[N:3]=1.[NH:17]1[CH2:21][CH2:20][CH2:19][CH2:18]1. (3) Given the product [CH3:38][N:37]([CH2:36][C:35]1[NH:34][N:33]=[C:6]([C:7]2[CH:8]=[C:9]3[C:13](=[CH:14][CH:15]=2)[NH:12][N:11]=[C:10]3[C:16]2[CH:17]=[C:18]([NH:22][C:23](=[O:32])[C@H:24]([OH:31])[C:25]3[CH:26]=[CH:27][CH:28]=[CH:29][CH:30]=3)[CH:19]=[CH:20][CH:21]=2)[N:5]=1)[CH3:39], predict the reactants needed to synthesize it. The reactants are: Cl.C(O[N:5]=[CH:6][C:7]1[CH:8]=[C:9]2[C:13](=[CH:14][CH:15]=1)[NH:12][N:11]=[C:10]2[C:16]1[CH:17]=[C:18]([NH:22][C:23](=[O:32])[C@H:24]([OH:31])[C:25]2[CH:30]=[CH:29][CH:28]=[CH:27][CH:26]=2)[CH:19]=[CH:20][CH:21]=1)C.[NH2:33][NH:34][C:35](=O)[CH2:36][N:37]([CH3:39])[CH3:38].C[O-].[Na+]. (4) Given the product [Cl:1][CH2:2][C:3]([N:18]1[CH2:19][CH2:20][N:15]([CH2:13][CH3:14])[CH2:16][CH2:17]1)=[O:4], predict the reactants needed to synthesize it. The reactants are: [Cl:1][CH2:2][C:3](Cl)=[O:4].C(N(CC)CC)C.[CH2:13]([N:15]1[CH2:20][CH2:19][NH:18][CH2:17][CH2:16]1)[CH3:14]. (5) Given the product [NH2:2][C:1]1[N:8]([CH2:9][C:10]2[CH:15]=[CH:14][CH:13]=[CH:12][C:11]=2[N+:16]#[C-:17])[C:7](=[O:18])[N:6]([CH3:19])[C:4](=[O:5])[CH:3]=1, predict the reactants needed to synthesize it. The reactants are: [C:1]([CH2:3][C:4]([N:6]([CH3:19])[C:7](=[O:18])[NH:8][CH2:9][C:10]1[CH:15]=[CH:14][CH:13]=[CH:12][C:11]=1[N+:16]#[C-:17])=[O:5])#[N:2].[OH-].[Na+]. (6) The reactants are: Cl[C:2]1[N:7]=[C:6]([C:8]([O:10][CH3:11])=[O:9])[CH:5]=[C:4]([O:12]C)[N:3]=1.[NH2:14][C:15]1[CH:20]=[CH:19][CH:18]=[CH:17][CH:16]=1.Cl.O.[CH2:23](O)[CH2:24][CH2:25]C. Given the product [NH:14]([C:2]1[NH:3][C:4](=[O:12])[CH:5]=[C:6]([C:8]([O:10][CH2:11][CH2:23][CH2:24][CH3:25])=[O:9])[N:7]=1)[C:15]1[CH:20]=[CH:19][CH:18]=[CH:17][CH:16]=1, predict the reactants needed to synthesize it.